Predict which catalyst facilitates the given reaction. From a dataset of Catalyst prediction with 721,799 reactions and 888 catalyst types from USPTO. (1) Reactant: C(=O)([O-])[O-].[K+].[K+].[CH3:7][N:8]([CH3:13])[CH2:9][CH2:10][NH:11][CH3:12].Br[C:15]1[CH:20]=[CH:19][C:18]([N+:21]([O-:23])=[O:22])=[CH:17][N:16]=1. Product: [CH3:7][N:8]([CH3:13])[CH2:9][CH2:10][N:11]([CH3:12])[C:15]1[CH:20]=[CH:19][C:18]([N+:21]([O-:23])=[O:22])=[CH:17][N:16]=1. The catalyst class is: 3. (2) Reactant: [C:1]([C@@H:4]([C@H:6]([C:8](O)=O)O)O)(O)=O.[CH3:11][C@@H:12]1[CH2:16][CH2:15][CH2:14][NH:13]1.C1(C)C=CC(S(OCCC#C)(=O)=O)=CC=1.C(=O)([O-])[O-].[K+].[K+]. Product: [CH2:1]([N:13]1[CH2:14][CH2:15][CH2:16][C@H:12]1[CH3:11])[CH2:4][C:6]#[CH:8]. The catalyst class is: 23. (3) The catalyst class is: 281. Product: [Cl:1][C:2]1[CH:7]=[CH:6][C:5]([NH:8][C:9]([C:11]2[CH:12]=[C:13]([CH:25]=[CH:26][CH:27]=2)[CH2:14][S:15][CH2:16][CH2:17][C:18]([OH:20])=[O:19])=[O:10])=[C:4]([C:28](=[O:45])[NH:29][C:30]2[CH:34]=[CH:33][N:32]([C:35]3[CH:40]=[CH:39][CH:38]=[C:37]([C:41]([F:43])([F:44])[F:42])[CH:36]=3)[N:31]=2)[CH:3]=1. Reactant: [Cl:1][C:2]1[CH:7]=[CH:6][C:5]([NH:8][C:9]([C:11]2[CH:12]=[C:13]([CH:25]=[CH:26][CH:27]=2)[CH2:14][S:15][CH2:16][CH2:17][C:18]([O:20]C(C)(C)C)=[O:19])=[O:10])=[C:4]([C:28](=[O:45])[NH:29][C:30]2[CH:34]=[CH:33][N:32]([C:35]3[CH:40]=[CH:39][CH:38]=[C:37]([C:41]([F:44])([F:43])[F:42])[CH:36]=3)[N:31]=2)[CH:3]=1. (4) Product: [O:26]=[C:12]1[C:11]2([CH2:27][O:1][C:2]3[CH:10]=[C:9]4[C:5](=[CH:4][C:3]2=3)[CH2:6][CH2:7][CH2:8]4)[C:19]2[C:14](=[CH:15][CH:16]=[CH:17][CH:18]=2)[N:13]1[CH2:20][C:21]([O:23][CH2:24][CH3:25])=[O:22]. The catalyst class is: 1. Reactant: [OH:1][C:2]1[CH:10]=[C:9]2[C:5]([CH2:6][CH2:7][CH2:8]2)=[CH:4][C:3]=1[C:11]1([CH2:27]O)[C:19]2[C:14](=[CH:15][CH:16]=[CH:17][CH:18]=2)[N:13]([CH2:20][C:21]([O:23][CH2:24][CH3:25])=[O:22])[C:12]1=[O:26].C1(P(C2C=CC=CC=2)C2C=CC=CC=2)C=CC=CC=1.N(C(OCC)=O)=NC(OCC)=O. (5) Reactant: [Si:1]([O:8][C@@H:9]([CH3:30])[C@@H:10]([OH:29])[CH:11]=[CH:12][C:13]1[C:18]2[N:19]=[C:20]([C:22]3[CH:27]=[CH:26][C:25]([Cl:28])=[CH:24][CH:23]=3)[O:21][C:17]=2[CH:16]=[CH:15][CH:14]=1)([C:4]([CH3:7])([CH3:6])[CH3:5])([CH3:3])[CH3:2]. Product: [Si:1]([O:8][C@@H:9]([CH3:30])[C@@H:10]([OH:29])[CH2:11][CH2:12][C:13]1[C:18]2[N:19]=[C:20]([C:22]3[CH:23]=[CH:24][C:25]([Cl:28])=[CH:26][CH:27]=3)[O:21][C:17]=2[CH:16]=[CH:15][CH:14]=1)([C:4]([CH3:7])([CH3:5])[CH3:6])([CH3:3])[CH3:2]. The catalyst class is: 99. (6) Reactant: Br[C:2]1[CH:7]=[CH:6][C:5]([S:8]([NH:11][C:12]2[CH:13]=[C:14]([NH:20][C:21](=[O:26])[C:22]([CH3:25])([CH3:24])[NH2:23])[CH:15]=[CH:16][C:17]=2[O:18][CH3:19])(=[O:10])=[O:9])=[C:4]([Cl:27])[CH:3]=1.CC1(C)C(C)(C)OB([C:36]2[O:37][C:38]([CH3:41])=[CH:39][CH:40]=2)O1.C(=O)([O-])[O-].[Na+].[Na+].O. Product: [ClH:27].[Cl:27][C:4]1[CH:3]=[C:2]([C:36]2[O:37][C:38]([CH3:41])=[CH:39][CH:40]=2)[CH:7]=[CH:6][C:5]=1[S:8]([NH:11][C:12]1[CH:13]=[C:14]([NH:20][C:21](=[O:26])[C:22]([CH3:25])([CH3:24])[NH2:23])[CH:15]=[CH:16][C:17]=1[O:18][CH3:19])(=[O:10])=[O:9]. The catalyst class is: 628. (7) Reactant: [C:1]([O:5][C:6](=[O:36])[N:7]([CH2:17][C:18]1[CH:35]=[CH:34][C:21]2[N:22]([CH2:32][CH3:33])[C:23](=[O:31])[C:24]([CH3:30])([CH3:29])[C:25](=[O:28])[N:26]([CH3:27])[C:20]=2[CH:19]=1)[CH2:8][C:9]1[CH:14]=[CH:13][C:12](=[O:15])[NH:11][C:10]=1[CH3:16])([CH3:4])([CH3:3])[CH3:2].[H-].[Na+].[CH3:39]I.O. Product: [C:1]([O:5][C:6](=[O:36])[N:7]([CH2:17][C:18]1[CH:35]=[CH:34][C:21]2[N:22]([CH2:32][CH3:33])[C:23](=[O:31])[C:24]([CH3:29])([CH3:30])[C:25](=[O:28])[N:26]([CH3:27])[C:20]=2[CH:19]=1)[CH2:8][C:9]1[C:10]([CH3:16])=[N:11][C:12]([O:15][CH3:39])=[CH:13][CH:14]=1)([CH3:2])([CH3:3])[CH3:4]. The catalyst class is: 3. (8) Reactant: [N:1]1[CH:6]=[CH:5][N:4]=[C:3]2[NH:7][CH:8]=[CH:9][C:2]=12.O=[C:11]1[CH2:16][CH2:15][N:14]([C:17]([O:19][C:20]([CH3:23])([CH3:22])[CH3:21])=[O:18])[CH2:13][CH2:12]1.[OH-].[K+].CCOC(C)=O. The catalyst class is: 5. Product: [N:1]1[CH:6]=[CH:5][N:4]=[C:3]2[NH:7][CH:8]=[C:9]([C:11]3[CH2:16][CH2:15][N:14]([C:17]([O:19][C:20]([CH3:23])([CH3:22])[CH3:21])=[O:18])[CH2:13][CH:12]=3)[C:2]=12.